Dataset: Catalyst prediction with 721,799 reactions and 888 catalyst types from USPTO. Task: Predict which catalyst facilitates the given reaction. Reactant: [N:1]1[C:2]([C:10]([OH:12])=O)=[CH:3][N:4]2[CH:9]=[CH:8][CH:7]=[CH:6][C:5]=12.CCN(C(C)C)C(C)C.CN(C(ON1N=NC2C=CC=NC1=2)=[N+](C)C)C.F[P-](F)(F)(F)(F)F.[NH2:46][CH:47]1[CH2:52][CH2:51][CH:50]([N:53]2[C:58](=[O:59])[C:57]3[CH:60]=[C:61]([CH3:64])[CH:62]=[N:63][C:56]=3[N:55]([CH:65]3[CH2:70][CH2:69][S:68][CH2:67][CH2:66]3)[C:54]2=[O:71])[CH2:49][CH2:48]1. Product: [CH3:64][C:61]1[CH:62]=[N:63][C:56]2[N:55]([CH:65]3[CH2:70][CH2:69][S:68][CH2:67][CH2:66]3)[C:54](=[O:71])[N:53]([C@@H:50]3[CH2:49][CH2:48][C@H:47]([NH:46][C:10]([C:2]4[N:1]=[C:5]5[CH:6]=[CH:7][CH:8]=[CH:9][N:4]5[CH:3]=4)=[O:12])[CH2:52][CH2:51]3)[C:58](=[O:59])[C:57]=2[CH:60]=1. The catalyst class is: 3.